Dataset: Forward reaction prediction with 1.9M reactions from USPTO patents (1976-2016). Task: Predict the product of the given reaction. Given the reactants [N:1]1[C:5]2[CH2:6][CH2:7][CH:8]([C:10]([OH:12])=O)[CH2:9][C:4]=2[NH:3][CH:2]=1.[Cl:13][C:14]1[CH:15]=[C:16]([CH:22]=[CH:23][CH:24]=1)[O:17][CH2:18][CH2:19][CH2:20][NH2:21], predict the reaction product. The product is: [ClH:13].[Cl:13][C:14]1[CH:15]=[C:16]([CH:22]=[CH:23][CH:24]=1)[O:17][CH2:18][CH2:19][CH2:20][NH:21][C:10]([CH:8]1[CH2:7][CH2:6][C:5]2[NH:1][CH:2]=[N:3][C:4]=2[CH2:9]1)=[O:12].